This data is from Reaction yield outcomes from USPTO patents with 853,638 reactions. The task is: Predict the reaction yield, written as a fraction of the theoretical maximum amount of product (1.0 means a 100% yield; for example, 0.34 means a 34% yield). (1) The reactants are [N+:1]([C:4]1[C:5]([O:18][CH3:19])=[C:6]([C:10]2[CH:11]=[C:12]([C:15]([OH:17])=[O:16])[O:13][CH:14]=2)[CH:7]=[CH:8][CH:9]=1)([O-])=O.C([O-])=O.[NH4+]. The catalyst is C(OCC)(=O)C.[Pd]. The product is [NH2:1][C:4]1[C:5]([O:18][CH3:19])=[C:6]([C:10]2[CH:11]=[C:12]([C:15]([OH:17])=[O:16])[O:13][CH:14]=2)[CH:7]=[CH:8][CH:9]=1. The yield is 0.734. (2) The reactants are [Cl:1]C(OC(Cl)C)=O.C([N:15]1[CH2:38][CH:37]([C:39]2[O:43][N:42]=[C:41]([CH3:44])[N:40]=2)[O:36][C:17]2([CH2:22][CH2:21][N:20]([C:23]([C:25]3[CH:30]=[CH:29][C:28]([O:31][CH:32]([CH3:34])[CH3:33])=[C:27]([CH3:35])[CH:26]=3)=[O:24])[CH2:19][CH2:18]2)[CH2:16]1)C1C=CC=CC=1. The catalyst is ClCCCl. The product is [ClH:1].[CH:32]([O:31][C:28]1[CH:29]=[CH:30][C:25]([C:23]([N:20]2[CH2:21][CH2:22][C:17]3([O:36][CH:37]([C:39]4[O:43][N:42]=[C:41]([CH3:44])[N:40]=4)[CH2:38][NH:15][CH2:16]3)[CH2:18][CH2:19]2)=[O:24])=[CH:26][C:27]=1[CH3:35])([CH3:34])[CH3:33]. The yield is 0.470. (3) The reactants are [C:1]([C:3]1[CH:4]=[C:5]([CH:13]([CH2:17][CH:18]2[CH2:22][CH2:21][CH2:20][CH2:19]2)[C:14](O)=[O:15])[CH:6]=[CH:7][C:8]=1[S:9]([CH3:12])(=[O:11])=[O:10])#[N:2].C(Cl)(=O)C(Cl)=O.[NH2:29][C:30]1[CH:39]=[CH:38][C:37]2[C:32](=[CH:33][CH:34]=[CH:35][CH:36]=2)[N:31]=1.C(N(CC)CC)C.Cl. The catalyst is C(Cl)Cl.CN(C)C=O.O.C(OCC)(=O)C. The product is [C:1]([C:3]1[CH:4]=[C:5]([CH:13]([CH2:17][CH:18]2[CH2:19][CH2:20][CH2:21][CH2:22]2)[C:14]([NH:29][C:30]2[CH:39]=[CH:38][C:37]3[C:32](=[CH:33][CH:34]=[CH:35][CH:36]=3)[N:31]=2)=[O:15])[CH:6]=[CH:7][C:8]=1[S:9]([CH3:12])(=[O:11])=[O:10])#[N:2]. The yield is 0.300. (4) The reactants are [F:1][C:2]1[C:7]2[N:8]=[N:9][S:10][C:6]=2[CH:5]=[C:4]2[NH:11][C:12](=[O:22])[N:13]([C:14]3[CH:19]=[CH:18][C:17]([Br:20])=[CH:16][C:15]=3[Cl:21])[C:3]=12.C(N(CC)CC)C.[CH2:30]([C:33]1([S:36](Cl)(=[O:38])=[O:37])[CH2:35][CH2:34]1)[CH:31]=[CH2:32]. The catalyst is C(Cl)Cl.CN(C1C=CN=CC=1)C. The product is [CH2:30]([C:33]1([S:36]([N:11]2[C:4]3=[CH:5][C:6]4[S:10][N:9]=[N:8][C:7]=4[C:2]([F:1])=[C:3]3[N:13]([C:14]3[CH:19]=[CH:18][C:17]([Br:20])=[CH:16][C:15]=3[Cl:21])[C:12]2=[O:22])(=[O:38])=[O:37])[CH2:35][CH2:34]1)[CH:31]=[CH2:32]. The yield is 0.871. (5) The reactants are Cl.CO[C:4]1[CH:9]=[CH:8][N:7]=[CH:6][C:5]=1[N+:10]([O-:12])=[O:11].[CH2:13]([NH2:15])[CH3:14]. The catalyst is C(O)C.O. The product is [CH2:13]([NH:15][C:4]1[CH:9]=[CH:8][N:7]=[CH:6][C:5]=1[N+:10]([O-:12])=[O:11])[CH3:14]. The yield is 0.960. (6) The reactants are Cl[C:2]1[N:7]=[C:6]([CH3:8])[CH:5]=[CH:4][N:3]=1.[F-].[K+].C1OCCOCCOCCOCCOCCOC1.[C:29]([N:32]1[C:41]2[C:36](=[CH:37][C:38]([C:42]([O:44][CH2:45][CH3:46])=[O:43])=[CH:39][CH:40]=2)[C@H:35]([NH2:47])[C@@H:34]([CH3:48])[C@@H:33]1[CH3:49])(=O)[CH3:30].C(N1[C:62]2[C:57](=C[C:59]([C:63](OCC)=O)=[CH:60][CH:61]=2)[C@H:56](N)[C@@H:55](C)[C@@H:54]1[CH2:70][CH3:71])(=O)C.CCN(C(C)C)[CH:75]([CH3:77])[CH3:76]. The catalyst is CS(C)=O.CCOCC.O.C(Cl)Cl. The product is [CH2:29]([N:32]1[C:41]2[C:36](=[CH:37][C:38]([C:42]([O:44][CH2:45][CH3:46])=[O:43])=[CH:39][CH:40]=2)[C@H:35]([NH:47][C:2]2[N:7]=[C:6]([CH3:8])[CH:5]=[CH:4][N:3]=2)[C@@H:34]([CH3:48])[C@@H:33]1[CH3:49])[CH2:30][CH2:76][CH2:75][CH2:77][CH2:63][CH2:59][CH2:60][CH2:61][CH2:62][CH2:57][CH2:56][CH2:55][CH2:54][CH2:70][CH3:71]. The yield is 0.450. (7) The reactants are [NH2:1][C:2]1[N:7]=[CH:6][N:5]=[C:4]2[N:8]([CH:12]([C:14]3[O:15][C:16]4[C:21]([C:22](=[O:31])[C:23]=3[C:24]3[CH:29]=[CH:28][CH:27]=[C:26]([F:30])[CH:25]=3)=[CH:20][CH:19]=[CH:18][CH:17]=4)[CH3:13])[N:9]=[C:10](I)[C:3]=12.C([N:39]1[CH:43]=[C:42](B2OC(C)(C)C(C)(C)O2)[CH:41]=[N:40]1)(OC(C)(C)C)=O.C(=O)([O-])[O-].[Na+].[Na+].ClCCl. The catalyst is CN(C=O)C.C(O)C.O. The product is [NH2:1][C:2]1[N:7]=[CH:6][N:5]=[C:4]2[N:8]([CH:12]([C:14]3[O:15][C:16]4[C:21]([C:22](=[O:31])[C:23]=3[C:24]3[CH:29]=[CH:28][CH:27]=[C:26]([F:30])[CH:25]=3)=[CH:20][CH:19]=[CH:18][CH:17]=4)[CH3:13])[N:9]=[C:10]([C:42]3[CH:43]=[N:39][NH:40][CH:41]=3)[C:3]=12. The yield is 0.110. (8) The reactants are [N:1]1[C:10]2[C:5](=[CH:6][CH:7]=[C:8]([C:11]([O:13][CH2:14][CH3:15])=[O:12])[CH:9]=2)[CH:4]=[CH:3][CH:2]=1.C(OO)(=[O:18])C. The catalyst is ClCCl. The product is [CH2:14]([O:13][C:11]([C:8]1[CH:9]=[C:10]2[C:5]([CH:4]=[CH:3][CH:2]=[N+:1]2[O-:18])=[CH:6][CH:7]=1)=[O:12])[CH3:15]. The yield is 0.920. (9) The reactants are [CH3:1][CH2:2][O:3][C:4]([C:6]1[N:15](C(OC(C)(C)C)=O)[C:9]2=[N:10][C:11]([Br:14])=[CH:12][CH:13]=[C:8]2[CH:7]=1)=[O:5].FC(F)(F)C(O)=O. The catalyst is ClCCl. The product is [CH2:2]([O:3][C:4]([C:6]1[NH:15][C:9]2=[N:10][C:11]([Br:14])=[CH:12][CH:13]=[C:8]2[CH:7]=1)=[O:5])[CH3:1]. The yield is 0.955. (10) The reactants are Br[C:2]1[CH:8]=[C:7]([N+:9]([O-:11])=[O:10])[CH:6]=[CH:5][C:3]=1[NH2:4].[C:12]([C:14]1([CH3:17])[CH2:16][CH2:15]1)#[CH:13]. The catalyst is C(N(CC)CC)C.[Cu]I.Cl[Pd](Cl)([P](C1C=CC=CC=1)(C1C=CC=CC=1)C1C=CC=CC=1)[P](C1C=CC=CC=1)(C1C=CC=CC=1)C1C=CC=CC=1. The product is [CH3:17][C:14]1([C:12]#[C:13][C:2]2[CH:8]=[C:7]([N+:9]([O-:11])=[O:10])[CH:6]=[CH:5][C:3]=2[NH2:4])[CH2:16][CH2:15]1. The yield is 0.790.